The task is: Predict the reactants needed to synthesize the given product.. This data is from Full USPTO retrosynthesis dataset with 1.9M reactions from patents (1976-2016). (1) Given the product [Cl:1][C:2]1[CH:3]=[CH:4][C:5]([C:8]2[N:12]([C:13]3[CH:18]=[CH:17][C:16]([Cl:19])=[CH:15][C:14]=3[Cl:20])[N:11]=[C:10]([C:21]3[N:22]=[C:29]([CH:24]4[CH2:28][CH2:27][CH2:26][CH2:25]4)[NH:31][N:32]=3)[C:9]=2[CH3:23])=[CH:6][CH:7]=1, predict the reactants needed to synthesize it. The reactants are: [Cl:1][C:2]1[CH:7]=[CH:6][C:5]([C:8]2[N:12]([C:13]3[CH:18]=[CH:17][C:16]([Cl:19])=[CH:15][C:14]=3[Cl:20])[N:11]=[C:10]([C:21]#[N:22])[C:9]=2[CH3:23])=[CH:4][CH:3]=1.[CH:24]1([C:29]([NH:31][NH2:32])=O)[CH2:28][CH2:27][CH2:26][CH2:25]1.C(=O)([O-])[O-].[K+].[K+].CO. (2) Given the product [Br:18][C:7]1[CH:8]=[CH:9][CH:10]=[C:11]2[C:6]=1[CH:5]=[C:4]([Cl:12])[N:3]=[C:2]2[Cl:1], predict the reactants needed to synthesize it. The reactants are: [Cl:1][C:2]1[C:11]2[C:6](=[CH:7][CH:8]=[CH:9][CH:10]=2)[CH:5]=[C:4]([Cl:12])[N:3]=1.S(=O)(=O)(O)O.[Br:18]N1C(=O)CCC1=O. (3) Given the product [CH3:10][O:11][C:12]1[CH:13]=[C:14]([C@H:26]([NH:28][S:38]([C:33]2[CH:34]=[CH:35][CH:36]=[CH:37][C:32]=2[O:31][C:30]([F:29])([F:42])[F:43])(=[O:40])=[O:39])[CH3:27])[CH:15]=[CH:16][C:17]=1[C:18]1[C:19]([O:24][CH3:25])=[N:20][CH:21]=[CH:22][CH:23]=1, predict the reactants needed to synthesize it. The reactants are: C([O-])(=O)C.[NH4+].C([BH3-])#N.[Na+].[CH3:10][O:11][C:12]1[CH:13]=[C:14]([CH:26]([NH2:28])[CH3:27])[CH:15]=[CH:16][C:17]=1[C:18]1[C:19]([O:24][CH3:25])=[N:20][CH:21]=[CH:22][CH:23]=1.[F:29][C:30]([F:43])([F:42])[O:31][C:32]1[CH:37]=[CH:36][CH:35]=[CH:34][C:33]=1[S:38](Cl)(=[O:40])=[O:39].C(N(C(C)C)CC)(C)C. (4) The reactants are: [Cl:1][C:2]1[CH:7]=[CH:6][C:5]([Cl:8])=[CH:4][C:3]=1B(O)O.I[C:13]1[N:18]=[C:17]([NH2:19])[N:16]=[C:15]([NH:20][CH3:21])[CH:14]=1. Given the product [Cl:1][C:2]1[CH:7]=[CH:6][C:5]([Cl:8])=[CH:4][C:3]=1[C:13]1[N:18]=[C:17]([NH2:19])[N:16]=[C:15]([NH:20][CH3:21])[CH:14]=1, predict the reactants needed to synthesize it. (5) Given the product [NH2:1][C:2]1[C:7]2[O:8][CH2:9][CH2:10][O:11][C:6]=2[C:5]([C:12]([O:14][CH2:15][CH:16]2[CH2:21][CH2:20][N:19]([CH2:22][CH2:23][NH2:24])[CH2:18][CH2:17]2)=[O:13])=[CH:4][C:3]=1[Cl:25], predict the reactants needed to synthesize it. The reactants are: [NH2:1][C:2]1[C:7]2[O:8][CH2:9][CH2:10][O:11][C:6]=2[C:5]([C:12]([O:14][CH2:15][CH:16]2[CH2:21][CH2:20][N:19]([CH2:22][C:23]#[N:24])[CH2:18][CH2:17]2)=[O:13])=[CH:4][C:3]=1[Cl:25].[H][H]. (6) Given the product [C:8]([O:12][C:13](=[O:36])[CH:14]([CH2:30][O:31][C:32]([CH3:35])([CH3:34])[CH3:33])[NH:15][C:16]([C:18]1[CH:27]=[C:26]2[C:21]([C:22]([Cl:29])=[CH:23][N:24]=[C:25]2[NH:6][C:5]([NH2:7])=[NH:4])=[CH:20][CH:19]=1)=[O:17])([CH3:11])([CH3:10])[CH3:9], predict the reactants needed to synthesize it. The reactants are: [H-].[Na+].Cl.[NH2:4][C:5]([NH2:7])=[NH:6].[C:8]([O:12][C:13](=[O:36])[CH:14]([CH2:30][O:31][C:32]([CH3:35])([CH3:34])[CH3:33])[NH:15][C:16]([C:18]1[CH:27]=[C:26]2[C:21]([C:22]([Cl:29])=[CH:23][N:24]=[C:25]2Cl)=[CH:20][CH:19]=1)=[O:17])([CH3:11])([CH3:10])[CH3:9].O. (7) The reactants are: C(O[C:6](=O)[NH:7][C@H:8]1[CH2:11][C@H:10]([NH:12][C:13]2[S:14][C:15]3[CH:21]=[CH:20][CH:19]=[CH:18][C:16]=3[N:17]=2)[CH2:9]1)(C)(C)C.C(=O)([O-])[O-].[Cs+].[Cs+].[Br:29][C:30]1C(F)=[N:32][CH:33]=[CH:34][CH:35]=1. Given the product [S:14]1[C:15]2[CH:21]=[CH:20][CH:19]=[CH:18][C:16]=2[N:17]=[C:13]1[NH:12][C@H:10]1[CH2:9][C@H:8]([NH:7][C:6]2[C:30]([Br:29])=[CH:35][CH:34]=[CH:33][N:32]=2)[CH2:11]1, predict the reactants needed to synthesize it. (8) Given the product [Br:13][C:14]1[CH:20]=[CH:19][C:17]([NH:18][C:2]2[S:3][C:4]3[CH:10]=[CH:9][C:8]([O:11][C:12]4[CH:22]=[CH:21][N:24]=[C:34]([C:35]([NH:31][CH3:30])=[O:36])[CH:33]=4)=[CH:7][C:5]=3[N:6]=2)=[CH:16][CH:15]=1, predict the reactants needed to synthesize it. The reactants are: Br[C:2]1[S:3][C:4]2[CH:10]=[CH:9][C:8]([O:11][CH3:12])=[CH:7][C:5]=2[N:6]=1.[Br:13][C:14]1[CH:20]=[CH:19][C:17]([NH2:18])=[CH:16][CH:15]=1.[CH:21]([N:24](C(C)C)CC)(C)[CH3:22].[CH3:30][N:31]1[C:35](=[O:36])[CH2:34][CH2:33]C1.